Dataset: hERG Central: cardiac toxicity at 1µM, 10µM, and general inhibition. Task: Predict hERG channel inhibition at various concentrations. (1) The drug is Cc1ccc(CN2CCC(c3cc(-c4ccc(Cl)cc4)n[nH]3)CC2)cc1. Results: hERG_inhib (hERG inhibition (general)): blocker. (2) The drug is COC(=O)c1ccc(N2CCN(C)CC2)c(NC(=O)c2ccc(Br)o2)c1. Results: hERG_inhib (hERG inhibition (general)): blocker. (3) The drug is COc1ccc(NC(=O)CN2CCN(CC(=O)Nc3ccccc3F)CC2)c(OC)c1. Results: hERG_inhib (hERG inhibition (general)): blocker. (4) The compound is O=C(NCCc1ccc(C(F)(F)F)cc1)C1CCC(=O)N(CCc2cccc(F)c2)C1. Results: hERG_inhib (hERG inhibition (general)): blocker. (5) The drug is CCOC(=O)c1cnc2c(OC)cccc2c1NCc1cccnc1. Results: hERG_inhib (hERG inhibition (general)): blocker. (6) The compound is O=C(CN1CCN(S(=O)(=O)c2ccc(Br)cc2)CC1)N/N=C/c1ccco1. Results: hERG_inhib (hERG inhibition (general)): blocker.